This data is from Peptide-MHC class I binding affinity with 185,985 pairs from IEDB/IMGT. The task is: Regression. Given a peptide amino acid sequence and an MHC pseudo amino acid sequence, predict their binding affinity value. This is MHC class I binding data. (1) The peptide sequence is SAYYLDIGF. The MHC is SLA-20401 with pseudo-sequence SLA-20401. The binding affinity (normalized) is 0.0847. (2) The peptide sequence is KYTHFFSGF. The MHC is HLA-B18:01 with pseudo-sequence HLA-B18:01. The binding affinity (normalized) is 0.516. (3) The peptide sequence is RVLHEDRFF. The MHC is HLA-B27:03 with pseudo-sequence HLA-B27:03. The binding affinity (normalized) is 0.0847. (4) The peptide sequence is MRDGGSATV. The MHC is HLA-A02:06 with pseudo-sequence HLA-A02:06. The binding affinity (normalized) is 0.149. (5) The peptide sequence is LSAAIGKAW. The MHC is HLA-B58:01 with pseudo-sequence HLA-B58:01. The binding affinity (normalized) is 0.901.